From a dataset of Catalyst prediction with 721,799 reactions and 888 catalyst types from USPTO. Predict which catalyst facilitates the given reaction. (1) Reactant: [C:1]([O:5][C:6]([CH3:9])([CH3:8])[CH3:7])(=[O:4])[NH:2][NH2:3].[CH:10](=O)[CH3:11]. Product: [C:6]([O:5][C:1]([NH:2][N:3]=[CH:10][CH3:11])=[O:4])([CH3:9])([CH3:8])[CH3:7]. The catalyst class is: 8. (2) The catalyst class is: 13. Reactant: [Br:1][C:2](Br)=[N:3][OH:4].[Cl:6][C:7]1[CH:12]=[C:11]([C:13]([C:15]([F:18])([F:17])[F:16])=[CH2:14])[CH:10]=[C:9]([Cl:19])[CH:8]=1.C(=O)(O)[O-].[Na+].O. Product: [Br:1][C:2]1[CH2:14][C:13]([C:11]2[CH:10]=[C:9]([Cl:19])[CH:8]=[C:7]([Cl:6])[CH:12]=2)([C:15]([F:16])([F:18])[F:17])[O:4][N:3]=1. (3) Reactant: [OH:1][C:2]([C:42]1[N:46]([CH3:47])[CH:45]=[N:44][CH:43]=1)([C:16]1[CH:17]=[C:18]2[C:23](=[CH:24][CH:25]=1)[N:22]=[C:21]([C:26]([F:29])([F:28])[F:27])[C:20]([C:30]([N:32]1[CH2:37][CH2:36][CH2:35][CH2:34][CH2:33]1)=[O:31])=[C:19]2[C:38]([F:41])([F:40])[F:39])[CH:3]1[CH2:8][CH2:7][N:6](C(OC(C)(C)C)=O)[CH2:5][CH2:4]1.C(O)(C(F)(F)F)=O.[OH-].[Na+].CN1C(C2(C(F)(F)F)C(C(N3CCCCC3)=O)=C(C(F)(F)F)C3C(=CC=C(C(C4CCNCC4)=O)C=3)N2)=CN=C1. Product: [OH:1][C:2]([C:42]1[N:46]([CH3:47])[CH:45]=[N:44][CH:43]=1)([CH:3]1[CH2:8][CH2:7][NH:6][CH2:5][CH2:4]1)[C:16]1[CH:17]=[C:18]2[C:23](=[CH:24][CH:25]=1)[N:22]=[C:21]([C:26]([F:28])([F:29])[F:27])[C:20]([C:30]([N:32]1[CH2:37][CH2:36][CH2:35][CH2:34][CH2:33]1)=[O:31])=[C:19]2[C:38]([F:40])([F:41])[F:39]. The catalyst class is: 2. (4) Reactant: [H-].[Na+].[F:3][C:4]([F:18])([F:17])[C:5]1[CH:10]=[CH:9][N:8]=[C:7]([C:11]2[NH:12][O:13][C:14](=[O:16])[N:15]=2)[CH:6]=1.Cl[CH2:20][O:21][C:22](=[O:31])[C:23]1[CH:28]=[CH:27][C:26]([F:29])=[C:25]([F:30])[CH:24]=1.[Cl-].[NH4+]. Product: [F:30][C:25]1[CH:24]=[C:23]([CH:28]=[CH:27][C:26]=1[F:29])[C:22]([O:21][CH2:20][N:15]1[C:14](=[O:16])[O:13][N:12]=[C:11]1[C:7]1[CH:6]=[C:5]([C:4]([F:3])([F:17])[F:18])[CH:10]=[CH:9][N:8]=1)=[O:31]. The catalyst class is: 9. (5) Reactant: [Cl:1][CH2:2][C:3]([N:5]1[CH2:10][CH2:9][N:8]([C:11]2[CH:32]=[CH:31][C:14]([NH:15][C:16]3[N:21]=[C:20]([C:22]4[N:26]([CH:27]([CH3:29])[CH3:28])[C:25]([CH3:30])=[N:24][CH:23]=4)[CH:19]=[CH:18][N:17]=3)=[CH:13][CH:12]=2)[CH2:7][CH2:6]1)=[O:4].[NH:33]1[CH2:36][CH2:35][CH2:34]1. Product: [ClH:1].[N:33]1([CH2:2][C:3]([N:5]2[CH2:10][CH2:9][N:8]([C:11]3[CH:32]=[CH:31][C:14]([NH:15][C:16]4[N:21]=[C:20]([C:22]5[N:26]([CH:27]([CH3:29])[CH3:28])[C:25]([CH3:30])=[N:24][CH:23]=5)[CH:19]=[CH:18][N:17]=4)=[CH:13][CH:12]=3)[CH2:7][CH2:6]2)=[O:4])[CH2:36][CH2:35][CH2:34]1. The catalyst class is: 25. (6) Reactant: [OH-].[Na+].[CH:3]1([C:6]2[CH:11]=[C:10]([CH2:12][N:13]3[CH2:16][C:15]4([CH2:20][C:19]([N:21]5[CH2:26][CH2:25][C:24]([CH3:32])([C:27]([O:29]CC)=[O:28])[CH2:23][CH2:22]5)=[N:18][O:17]4)[CH2:14]3)[CH:9]=[C:8]([O:33][CH2:34][CH:35]3[CH2:37][C:36]3([F:39])[F:38])[C:7]=2[C:40]2[CH:45]=[CH:44][C:43]([F:46])=[CH:42][CH:41]=2)[CH2:5][CH2:4]1. Product: [CH:3]1([C:6]2[CH:11]=[C:10]([CH2:12][N:13]3[CH2:14][C:15]4([CH2:20][C:19]([N:21]5[CH2:26][CH2:25][C:24]([CH3:32])([C:27]([OH:29])=[O:28])[CH2:23][CH2:22]5)=[N:18][O:17]4)[CH2:16]3)[CH:9]=[C:8]([O:33][CH2:34][CH:35]3[CH2:37][C:36]3([F:38])[F:39])[C:7]=2[C:40]2[CH:41]=[CH:42][C:43]([F:46])=[CH:44][CH:45]=2)[CH2:4][CH2:5]1. The catalyst class is: 8. (7) Reactant: [C:1]12([CH2:11][C:12]([F:18])([F:17])[S:13]([O-:16])(=[O:15])=[O:14])[CH2:10][CH:5]3[CH2:6][CH:7]([CH2:9][CH:3]([CH2:4]3)[CH2:2]1)[CH2:8]2.[Na+].[Br-].[C:21]1([S+:27]([C:34]2[CH:39]=[CH:38][CH:37]=[CH:36][CH:35]=2)[C:28]2[CH:33]=[CH:32][CH:31]=[CH:30][CH:29]=2)[CH:26]=[CH:25][CH:24]=[CH:23][CH:22]=1.O. Product: [C:1]12([CH2:11][C:12]([F:18])([F:17])[S:13]([O-:16])(=[O:14])=[O:15])[CH2:10][CH:5]3[CH2:4][CH:3]([CH2:9][CH:7]([CH2:6]3)[CH2:8]1)[CH2:2]2.[C:34]1([S+:27]([C:21]2[CH:22]=[CH:23][CH:24]=[CH:25][CH:26]=2)[C:28]2[CH:33]=[CH:32][CH:31]=[CH:30][CH:29]=2)[CH:35]=[CH:36][CH:37]=[CH:38][CH:39]=1. The catalyst class is: 4. (8) Reactant: [C:1]([O:5][C:6]([N:8]([CH3:41])[C@@H:9]([CH3:40])[C:10]([NH:12][C@@H:13]([CH:37]([CH3:39])[CH3:38])[C:14]([N:16]1[C:20]2=[N:21][CH:22]=[CH:23][CH:24]=[C:19]2[CH2:18][C@H:17]1[CH2:25]OS(C1C=CC(C)=CC=1)(=O)=O)=[O:15])=[O:11])=[O:7])([CH3:4])([CH3:3])[CH3:2].[N-:42]=[N+:43]=[N-:44].[Na+]. Product: [C:1]([O:5][C:6](=[O:7])[N:8]([C@H:9]([C:10](=[O:11])[NH:12][C@H:13]([C:14]([N:16]1[C:20]2=[N:21][CH:22]=[CH:23][CH:24]=[C:19]2[CH2:18][C@H:17]1[CH2:25][N:42]=[N+:43]=[N-:44])=[O:15])[CH:37]([CH3:39])[CH3:38])[CH3:40])[CH3:41])([CH3:4])([CH3:2])[CH3:3]. The catalyst class is: 3. (9) Reactant: [CH:1](=O)[C:2]1[C:3](=[CH:5][CH:6]=[CH:7][CH:8]=1)[OH:4].CN(C=O)C.C([O-])([O-])=O.[K+].[K+].[F:21][C:22]([F:31])([F:30])/[CH:23]=[CH:24]/[C:25]([O:27][CH2:28][CH3:29])=[O:26]. Product: [F:21][C:22]([F:30])([F:31])[CH:23]1[C:24]([C:25]([O:27][CH2:28][CH3:29])=[O:26])=[CH:1][C:2]2[CH:8]=[CH:7][CH:6]=[CH:5][C:3]=2[O:4]1. The catalyst class is: 6.